From a dataset of Forward reaction prediction with 1.9M reactions from USPTO patents (1976-2016). Predict the product of the given reaction. Given the reactants Cl[C:2]1[N:3]=[C:4]([OH:12])[C:5]2[CH:11]=[CH:10][N:9]=[CH:8][C:6]=2[N:7]=1.[CH2:13]([N:20]([CH3:28])[C:21]1[CH:26]=[CH:25][C:24]([OH:27])=[CH:23][CH:22]=1)[C:14]1[CH:19]=[CH:18][CH:17]=[CH:16][CH:15]=1, predict the reaction product. The product is: [CH2:13]([N:20]([CH3:28])[C:21]1[CH:22]=[CH:23][C:24]([O:27][C:2]2[N:3]=[C:4]([OH:12])[C:5]3[CH:11]=[CH:10][N:9]=[CH:8][C:6]=3[N:7]=2)=[CH:25][CH:26]=1)[C:14]1[CH:15]=[CH:16][CH:17]=[CH:18][CH:19]=1.